Dataset: Forward reaction prediction with 1.9M reactions from USPTO patents (1976-2016). Task: Predict the product of the given reaction. Given the reactants [CH2:1]1[C:6]2([CH2:11][CH2:10][NH:9][CH2:8][CH2:7]2)[CH2:5][CH2:4][N:3]([C:12]([O:14][C:15]([CH3:18])([CH3:17])[CH3:16])=[O:13])[CH2:2]1.Cl.Br[C:21]1[CH:26]=[CH:25][N:24]=[CH:23][CH:22]=1.CC(C)([O-])C.[Na+].C1(C)C=CC=CC=1, predict the reaction product. The product is: [N:24]1[CH:25]=[CH:26][C:21]([N:9]2[CH2:10][CH2:11][C:6]3([CH2:1][CH2:2][N:3]([C:12]([O:14][C:15]([CH3:18])([CH3:17])[CH3:16])=[O:13])[CH2:4][CH2:5]3)[CH2:7][CH2:8]2)=[CH:22][CH:23]=1.